This data is from Forward reaction prediction with 1.9M reactions from USPTO patents (1976-2016). The task is: Predict the product of the given reaction. (1) Given the reactants [CH:1]([OH:4])([CH3:3])[CH3:2].[H-].[Na+].[I:7][C:8]1[N:9]=[N:10][C:11](I)=[CH:12][CH:13]=1.O, predict the reaction product. The product is: [I:7][C:8]1[N:9]=[N:10][C:11]([O:4][CH:1]([CH3:3])[CH3:2])=[CH:12][CH:13]=1. (2) Given the reactants [Br:1][C:2]1[CH:3]=[N:4][C:5]2[N:6]([N:8]=[C:9]([C:11]([OH:13])=O)[CH:10]=2)[CH:7]=1.[CH3:14][C:15]1[C:19]([C:20]2[CH:29]=[CH:28][CH:27]=[C:26]3[C:21]=2[CH2:22][CH2:23][NH:24][CH:25]3[CH3:30])=[C:18]([CH3:31])[O:17][N:16]=1, predict the reaction product. The product is: [Br:1][C:2]1[CH:3]=[N:4][C:5]2[N:6]([N:8]=[C:9]([C:11]([N:24]3[CH2:23][CH2:22][C:21]4[C:26](=[CH:27][CH:28]=[CH:29][C:20]=4[C:19]4[C:15]([CH3:14])=[N:16][O:17][C:18]=4[CH3:31])[CH:25]3[CH3:30])=[O:13])[CH:10]=2)[CH:7]=1. (3) The product is: [F:20][C:21]1[CH:22]=[C:23]([NH:27][C:28](=[O:29])[NH:1][C:2]2[CH:3]=[CH:4][C:5]([C:8]3[C:16]4[C:11](=[N:12][CH:13]=[CH:14][CH:15]=4)[NH:10][C:9]=3[C:17]([NH2:19])=[O:18])=[CH:6][CH:7]=2)[CH:24]=[CH:25][CH:26]=1. Given the reactants [NH2:1][C:2]1[CH:7]=[CH:6][C:5]([C:8]2[C:16]3[C:11](=[N:12][CH:13]=[CH:14][CH:15]=3)[NH:10][C:9]=2[C:17]([NH2:19])=[O:18])=[CH:4][CH:3]=1.[F:20][C:21]1[CH:22]=[C:23]([N:27]=[C:28]=[O:29])[CH:24]=[CH:25][CH:26]=1, predict the reaction product. (4) Given the reactants [CH2:1]([C@@:3]12[C@@:14]([CH2:16][CH2:17][C:18]3[C:23]([CH2:24][C:25]([O:27]CC)=[O:26])=[C:22]([F:30])[CH:21]=[CH:20][N:19]=3)([OH:15])[CH2:13][CH2:12][C:11]1=[CH:10][C:9]1[N:8]([C:31]3[CH:36]=[CH:35][C:34]([F:37])=[CH:33][CH:32]=3)[N:7]=[CH:6][C:5]=1[CH2:4]2)[CH3:2].[OH-].[Na+], predict the reaction product. The product is: [CH2:1]([C@@:3]12[C@@:14]([CH2:16][CH2:17][C:18]3[C:23]([CH2:24][C:25]([OH:27])=[O:26])=[C:22]([F:30])[CH:21]=[CH:20][N:19]=3)([OH:15])[CH2:13][CH2:12][C:11]1=[CH:10][C:9]1[N:8]([C:31]3[CH:36]=[CH:35][C:34]([F:37])=[CH:33][CH:32]=3)[N:7]=[CH:6][C:5]=1[CH2:4]2)[CH3:2]. (5) Given the reactants [CH3:1][C:2]1[N:3]([CH2:19][C:20](O)=[O:21])[C:4]2[C:9]([CH:10]=1)=[CH:8][C:7]([NH:11][S:12]([C:15]([F:18])([F:17])[F:16])(=[O:14])=[O:13])=[CH:6][CH:5]=2.Cl.C[O:25][C:26](=[O:35])[C:27]1[CH:32]=[CH:31][C:30]([CH2:33][NH2:34])=[CH:29][CH:28]=1, predict the reaction product. The product is: [CH3:1][C:2]1[N:3]([CH2:19][C:20]([NH:34][CH2:33][C:30]2[CH:31]=[CH:32][C:27]([C:26]([OH:25])=[O:35])=[CH:28][CH:29]=2)=[O:21])[C:4]2[C:9]([CH:10]=1)=[CH:8][C:7]([NH:11][S:12]([C:15]([F:18])([F:16])[F:17])(=[O:14])=[O:13])=[CH:6][CH:5]=2.